This data is from Reaction yield outcomes from USPTO patents with 853,638 reactions. The task is: Predict the reaction yield, written as a fraction of the theoretical maximum amount of product (1.0 means a 100% yield; for example, 0.34 means a 34% yield). (1) The yield is 0.620. The product is [Cl:8][C:6]1[N:5]=[CH:4][N:3]=[C:2]([NH:13][C:12]2[CH:14]=[CH:15][CH:16]=[C:10]([Br:9])[CH:11]=2)[CH:7]=1. The catalyst is C(O)C. The reactants are Cl[C:2]1[CH:7]=[C:6]([Cl:8])[N:5]=[CH:4][N:3]=1.[Br:9][C:10]1[CH:11]=[C:12]([CH:14]=[CH:15][CH:16]=1)[NH2:13].C(N(CC)C(C)C)(C)C.C(OCC)C. (2) The reactants are [Cl:1][C:2]1[C:7]([NH2:8])=[CH:6][CH:5]=[C:4]([Cl:9])[C:3]=1[CH3:10].[C:11]([C:17](OC)=[O:18])#[C:12][C:13]([O:15][CH3:16])=[O:14]. The catalyst is CO. The product is [CH3:16][O:15][C:13]([C:12]1[CH2:11][C:17](=[O:18])[C:6]2[C:7](=[C:2]([Cl:1])[C:3]([CH3:10])=[C:4]([Cl:9])[CH:5]=2)[N:8]=1)=[O:14]. The yield is 0.850. (3) The product is [Cl:29][C:28]1[CH:27]=[C:26]2[C:22]([C:23]([C:30]([O:32][CH3:33])=[O:31])=[CH:24][NH:25]2)=[CH:21][C:20]=1[C:17]1[CH:16]=[CH:15][C:14]([C:10]2([CH2:9][OH:8])[CH2:11][O:12][CH2:13]2)=[CH:19][CH:18]=1. The catalyst is C(Cl)Cl. The yield is 0.250. The reactants are C([O:8][CH2:9][C:10]1([C:14]2[CH:19]=[CH:18][C:17]([C:20]3[CH:21]=[C:22]4[C:26](=[CH:27][C:28]=3[Cl:29])[NH:25][CH:24]=[C:23]4[C:30]([O:32][CH3:33])=[O:31])=[CH:16][CH:15]=2)[CH2:13][O:12][CH2:11]1)C1C=CC=CC=1.B(Cl)(Cl)Cl.